From a dataset of Full USPTO retrosynthesis dataset with 1.9M reactions from patents (1976-2016). Predict the reactants needed to synthesize the given product. (1) Given the product [C:24]([O:27][C:28]1[CH:38]=[CH:37][C:31]([CH:32]=[CH:33][C:34]([NH:10][C@H:9]([C:11]([O:13][CH3:14])=[O:12])[CH2:8][C:7]2[CH:6]=[CH:5][C:4]([O:3][CH3:2])=[CH:16][CH:15]=2)=[O:35])=[CH:30][CH:29]=1)(=[O:26])[CH3:25], predict the reactants needed to synthesize it. The reactants are: Cl.[CH3:2][O:3][C:4]1[CH:16]=[CH:15][C:7]([CH2:8][C@@H:9]([C:11]([O:13][CH3:14])=[O:12])[NH2:10])=[CH:6][CH:5]=1.C(N(CC)CC)C.[C:24]([O:27][C:28]1[CH:38]=[CH:37][C:31]([CH:32]=[CH:33][C:34](O)=[O:35])=[CH:30][CH:29]=1)(=[O:26])[CH3:25].CCN=C=NCCCN(C)C.Cl. (2) Given the product [NH2:28][C:26]1[CH:25]=[CH:24][C:22]2[N:23]=[C:18]([C:15]3[C:16](=[O:17])[N:7]([CH2:6][C:5]4[CH:4]=[CH:3][C:2]([F:1])=[CH:36][CH:35]=4)[CH:8]4[CH:13]([C:14]=3[OH:33])[CH:12]3[O:34][CH:9]4[CH2:10][CH2:11]3)[N:19]=[S:20]([CH3:32])(=[O:31])[C:21]=2[CH:27]=1, predict the reactants needed to synthesize it. The reactants are: [F:1][C:2]1[CH:36]=[CH:35][C:5]([CH2:6][N:7]2[C:16](=[O:17])[C:15]([C:18]3[N:19]=[S:20]([CH3:32])(=[O:31])[C:21]4[CH:27]=[C:26]([N+:28]([O-])=O)[CH:25]=[CH:24][C:22]=4[N:23]=3)=[C:14]([OH:33])[CH:13]3[CH:8]2[CH:9]2[O:34][CH:12]3[CH2:11][CH2:10]2)=[CH:4][CH:3]=1. (3) Given the product [Cl:1][C:2]1[CH:7]=[C:6]([OH:8])[CH:5]=[CH:4][C:3]=1[CH2:10][C@@H:11]([NH:13][C:14](=[O:28])[CH2:15][N:16]1[C:21](=[O:22])[C:20]2[S:23][C:24]([CH3:27])=[C:25]([CH3:26])[C:19]=2[CH:18]=[N:17]1)[CH3:12], predict the reactants needed to synthesize it. The reactants are: [Cl:1][C:2]1[CH:7]=[C:6]([O:8]C)[CH:5]=[CH:4][C:3]=1[CH2:10][C@@H:11]([NH:13][C:14](=[O:28])[CH2:15][N:16]1[C:21](=[O:22])[C:20]2[S:23][C:24]([CH3:27])=[C:25]([CH3:26])[C:19]=2[CH:18]=[N:17]1)[CH3:12].B(Br)(Br)Br. (4) Given the product [C:1]([C:11]1[CH:18]=[CH:17][C:14]([CH2:15][NH:19][CH2:20][C:21]2[CH:22]=[CH:23][C:24](/[CH:27]=[CH:28]/[C:29]([O:31][CH3:32])=[O:30])=[CH:25][CH:26]=2)=[CH:13][CH:12]=1)#[C:2][CH2:3][CH2:4][CH2:5][CH2:6][CH2:7][CH2:8][CH2:9][CH3:10], predict the reactants needed to synthesize it. The reactants are: [C:1]([C:11]1[CH:18]=[CH:17][C:14]([CH:15]=O)=[CH:13][CH:12]=1)#[C:2][CH2:3][CH2:4][CH2:5][CH2:6][CH2:7][CH2:8][CH2:9][CH3:10].[NH2:19][CH2:20][C:21]1[CH:26]=[CH:25][C:24](/[CH:27]=[CH:28]/[C:29]([O:31][CH3:32])=[O:30])=[CH:23][CH:22]=1. (5) Given the product [Br:1][C:2]1[CH:14]=[CH:13][C:5]([O:6][C@H:7]2[CH2:11][CH2:10][CH2:9][C@H:8]2[NH:12][S:29]([CH:27]([CH3:28])[CH3:26])(=[O:31])=[O:30])=[CH:4][CH:3]=1, predict the reactants needed to synthesize it. The reactants are: [Br:1][C:2]1[CH:14]=[CH:13][C:5]([O:6][C@H:7]2[CH2:11][CH2:10][CH2:9][C@H:8]2[NH2:12])=[CH:4][CH:3]=1.N12CCCN=C1CCCCC2.[CH3:26][CH:27]([S:29](Cl)(=[O:31])=[O:30])[CH3:28].Cl. (6) Given the product [Cl:1][C:2]1[CH:3]=[C:4]2[C:9](=[CH:10][CH:11]=1)[N:8]=[C:7](/[CH:12]=[CH:20]/[C:19]1[CH:22]=[CH:23][C:16]([O:15][CH3:14])=[CH:17][CH:18]=1)[NH:6][C:5]2=[O:13], predict the reactants needed to synthesize it. The reactants are: [Cl:1][C:2]1[CH:3]=[C:4]2[C:9](=[CH:10][CH:11]=1)[N:8]=[C:7]([CH3:12])[NH:6][C:5]2=[O:13].[CH3:14][O:15][C:16]1[CH:23]=[CH:22][C:19]([CH:20]=O)=[CH:18][CH:17]=1. (7) Given the product [ClH:13].[CH3:7][C:6]1[N:5]=[C:3]([OH:4])[N+:2]([O-:1])=[C:10]([CH3:11])[CH:9]=1, predict the reactants needed to synthesize it. The reactants are: [OH:1][NH:2][C:3]([NH2:5])=[O:4].[C:6]([CH2:9][C:10](=O)[CH3:11])(=O)[CH3:7].[ClH:13]. (8) Given the product [Br:1][C:2]1[CH:7]=[C:6]([S:8]([NH:19][C:18]2[CH:20]=[CH:21][C:22]([O:23][CH3:24])=[C:16]([OH:15])[CH:17]=2)(=[O:10])=[O:9])[C:5]([F:12])=[C:4]([F:13])[C:3]=1[F:14], predict the reactants needed to synthesize it. The reactants are: [Br:1][C:2]1[C:3]([F:14])=[C:4]([F:13])[C:5]([F:12])=[C:6]([S:8](Cl)(=[O:10])=[O:9])[CH:7]=1.[OH:15][C:16]1[CH:17]=[C:18]([CH:20]=[CH:21][C:22]=1[O:23][CH3:24])[NH2:19]. (9) Given the product [Cl:29][CH2:20][C:17]1[CH:18]=[CH:19][C:14]([O:13][CH2:12][C:10]2[N:11]=[C:7]([C:1]3[CH:6]=[CH:5][CH:4]=[CH:3][CH:2]=3)[S:8][CH:9]=2)=[CH:15][CH:16]=1, predict the reactants needed to synthesize it. The reactants are: [C:1]1([C:7]2[S:8][CH:9]=[C:10]([CH2:12][O:13][C:14]3[CH:19]=[CH:18][C:17]([CH2:20]O)=[CH:16][CH:15]=3)[N:11]=2)[CH:6]=[CH:5][CH:4]=[CH:3][CH:2]=1.CN(C)C=O.S(Cl)([Cl:29])=O.C(OCC)(=O)C.